Dataset: Reaction yield outcomes from USPTO patents with 853,638 reactions. Task: Predict the reaction yield, written as a fraction of the theoretical maximum amount of product (1.0 means a 100% yield; for example, 0.34 means a 34% yield). (1) The reactants are [OH:1][C:2]1[CH:3]=[C:4]([NH:9][C:10]([C:12]2[N:16]([CH3:17])[N:15]=[C:14]([CH3:18])[CH:13]=2)=[O:11])[CH:5]=[C:6]([CH3:8])[CH:7]=1.C(=O)([O-])[O-].[Cs+].[Cs+].Br[C:26]1[CH:27]=[CH:28][C:29]([N+:32]([O-:34])=[O:33])=[N:30][CH:31]=1. The catalyst is CN(C)C=O. The product is [CH3:17][N:16]1[C:12]([C:10]([NH:9][C:4]2[CH:3]=[C:2]([O:1][C:26]3[CH:31]=[N:30][C:29]([N+:32]([O-:34])=[O:33])=[CH:28][CH:27]=3)[CH:7]=[C:6]([CH3:8])[CH:5]=2)=[O:11])=[CH:13][C:14]([CH3:18])=[N:15]1. The yield is 0.540. (2) The reactants are Cl.Cl.[F:3][C:4]1[CH:5]=[CH:6][C:7]2[N:11]=[C:10]([C@@H:12]([NH2:14])[CH3:13])[N:9]([C:15]3[CH:20]=[CH:19][CH:18]=[CH:17][CH:16]=3)[C:8]=2[C:21]=1[O:22][CH3:23].Cl[C:25]1[N:33]=[CH:32][N:31]=[C:30]2[C:26]=1[N:27]=[CH:28][N:29]2C1CCCCO1.CCN(C(C)C)C(C)C. The catalyst is CC(O)C.Cl.CO. The product is [F:3][C:4]1[CH:5]=[CH:6][C:7]2[N:11]=[C:10]([C@@H:12]([NH:14][C:25]3[N:33]=[CH:32][N:31]=[C:30]4[C:26]=3[N:27]=[CH:28][NH:29]4)[CH3:13])[N:9]([C:15]3[CH:20]=[CH:19][CH:18]=[CH:17][CH:16]=3)[C:8]=2[C:21]=1[O:22][CH3:23]. The yield is 0.630. (3) The reactants are [CH3:1][C:2]([C:7]1[NH:8][C:9]2[C:14]([CH:15]=1)=[CH:13][C:12]([N+:16]([O-:18])=[O:17])=[CH:11][CH:10]=2)([CH3:6])[C:3]([NH2:5])=O.Cl. The catalyst is C1COCC1. The product is [CH3:6][C:2]([C:7]1[NH:8][C:9]2[C:14]([CH:15]=1)=[CH:13][C:12]([N+:16]([O-:18])=[O:17])=[CH:11][CH:10]=2)([CH3:1])[CH2:3][NH2:5]. The yield is 0.430.